Dataset: Forward reaction prediction with 1.9M reactions from USPTO patents (1976-2016). Task: Predict the product of the given reaction. (1) The product is: [C:1]([O:5][C@@H:6]([C:11]1[C:36]([CH3:37])=[CH:35][C:14]2[N:15]=[C:16]([C:18]3[CH:19]=[C:20]4[C:24](=[CH:25][CH:26]=3)[N:23]([CH3:27])[N:22]=[C:21]4[C:48]3[CH:47]=[CH:16][N:15]=[CH:14][CH:13]=3)[S:17][C:13]=2[C:12]=1[C:38]1[CH:39]=[CH:40][C:41]([Cl:44])=[CH:42][CH:43]=1)[C:7]([OH:9])=[O:8])([CH3:2])([CH3:4])[CH3:3]. Given the reactants [C:1]([O:5][C@@H:6]([C:11]1[C:36]([CH3:37])=[CH:35][C:14]2[N:15]=[C:16]([C:18]3[CH:19]=[C:20]4[C:24](=[CH:25][CH:26]=3)[N:23]([CH3:27])[N:22]=[C:21]4C3C(C)=NC=CC=3)[S:17][C:13]=2[C:12]=1[C:38]1[CH:43]=[CH:42][C:41]([Cl:44])=[CH:40][CH:39]=1)[C:7]([O:9]C)=[O:8])([CH3:4])([CH3:3])[CH3:2].[OH-].[Na+].[CH3:47][CH2:48]O, predict the reaction product. (2) Given the reactants [NH2:1][C:2]1[C:7]([Br:8])=[CH:6][C:5]([C:9]([O:11]CC)=[O:10])=[CH:4][N:3]=1.[OH-].[K+], predict the reaction product. The product is: [NH2:1][C:2]1[C:7]([Br:8])=[CH:6][C:5]([C:9]([OH:11])=[O:10])=[CH:4][N:3]=1. (3) Given the reactants Cl[C:2]1[N:6]2[CH2:7][CH2:8][N:9]([C:11]([O:13][C:14]([CH3:17])([CH3:16])[CH3:15])=[O:12])[CH2:10][C:5]2=[C:4]([C:18]([O:20][CH2:21][CH3:22])=[O:19])[C:3]=1[C:23]1[CH:28]=[CH:27][CH:26]=[C:25]([F:29])[CH:24]=1.C([O-])=O.[NH4+], predict the reaction product. The product is: [F:29][C:25]1[CH:24]=[C:23]([C:3]2[C:4]([C:18]([O:20][CH2:21][CH3:22])=[O:19])=[C:5]3[CH2:10][N:9]([C:11]([O:13][C:14]([CH3:16])([CH3:17])[CH3:15])=[O:12])[CH2:8][CH2:7][N:6]3[CH:2]=2)[CH:28]=[CH:27][CH:26]=1. (4) Given the reactants CC1(C)S[C@@H]2[C@H](NC([C@H](N)C3C=CC=CC=3)=O)C(=[O:9])N2[C@H]1C(O)=O.C1[C@H](N)[C@@H](O[C@H]2[O:38][C@H:37]([CH2:39][NH2:40])[C@@H:36](O)[C@H:35](O)[C@H:34]2[OH:43])[C@H](O)[C@@H](O[C@H:46]2[O:51][C@H:50]([CH2:52][OH:53])[C@@H:49]([OH:54])[C@H:48](N)[C@H:47]2[OH:56])[C@@H]1N.CC1[N+](CC2C=NC(C)=NC=2N)=CSC=1CC[OH:75].[O:76]=[CH:77][C@@H:78]([C@H:80]([C@@H:82]([C@@H:84]([CH2:86][OH:87])[OH:85])[OH:83])[OH:81])[OH:79], predict the reaction product. The product is: [OH:76][CH:77]1[O:85][C@H:84]([CH2:86][OH:87])[C@@H:82]([O:83][C@@H:46]2[O:51][C@H:50]([CH2:52][OH:53])[C@H:49]([OH:54])[C@H:48]([OH:9])[C@H:47]2[OH:56])[C@H:80]([OH:81])[C@H:78]1[OH:79].[NH2:40][CH2:39][C:37](=[O:38])[CH2:36][CH2:35][C:34]([OH:43])=[O:75]. (5) Given the reactants [Br:1][C:2]1[CH:7]=[CH:6][C:5]([C:8]2[C:13]([C:14]([O:16]C)=[O:15])=[C:12]([CH3:18])[N:11]=[CH:10][CH:9]=2)=[C:4]([F:19])[C:3]=1[F:20].[OH-].[Na+].Cl, predict the reaction product. The product is: [Br:1][C:2]1[CH:7]=[CH:6][C:5]([C:8]2[C:13]([C:14]([OH:16])=[O:15])=[C:12]([CH3:18])[N:11]=[CH:10][CH:9]=2)=[C:4]([F:19])[C:3]=1[F:20]. (6) Given the reactants [CH3:1][N:2]([CH2:16][CH2:17][C:18]1[CH:23]=[CH:22][C:21]([O:24][C:25]2[CH:30]=[CH:29][CH:28]=[CH:27][CH:26]=2)=[CH:20][CH:19]=1)[CH:3]1[CH2:8][CH2:7][N:6](C(OC(C)(C)C)=O)[CH2:5][CH2:4]1.Cl, predict the reaction product. The product is: [CH3:1][N:2]([CH2:16][CH2:17][C:18]1[CH:23]=[CH:22][C:21]([O:24][C:25]2[CH:30]=[CH:29][CH:28]=[CH:27][CH:26]=2)=[CH:20][CH:19]=1)[CH:3]1[CH2:4][CH2:5][NH:6][CH2:7][CH2:8]1. (7) Given the reactants [O:1]([C:8]1[CH:15]=[CH:14][C:11]([CH2:12][NH2:13])=[CH:10][CH:9]=1)[C:2]1[CH:7]=[CH:6][CH:5]=[CH:4][CH:3]=1.Cl[CH2:17][C:18]1[CH:26]=[CH:25][C:21]([C:22](Cl)=[O:23])=[CH:20][CH:19]=1.[C:27]([C:29]1[CH:37]=[CH:36][C:32]([C:33](Cl)=[O:34])=[CH:31][CH:30]=1)#[N:28].[NH2:38][C:39]1[CH:51]=[CH:50][C:42]2[O:43]C(C)(C)[O:45][C:46](=[O:47])[C:41]=2[CH:40]=1, predict the reaction product. The product is: [C:27]([C:29]1[CH:37]=[CH:36][C:32]([C:33]([N:38]([CH2:17][C:18]2[CH:26]=[CH:25][C:21]([C:22]([NH:13][CH2:12][C:11]3[CH:10]=[CH:9][C:8]([O:1][C:2]4[CH:3]=[CH:4][CH:5]=[CH:6][CH:7]=4)=[CH:15][CH:14]=3)=[O:23])=[CH:20][CH:19]=2)[C:39]2[CH:51]=[CH:50][C:42]([OH:43])=[C:41]([CH:40]=2)[C:46]([OH:47])=[O:45])=[O:34])=[CH:31][CH:30]=1)#[N:28].